Dataset: Full USPTO retrosynthesis dataset with 1.9M reactions from patents (1976-2016). Task: Predict the reactants needed to synthesize the given product. (1) Given the product [NH2:1][C:2]([NH:4][C:5]1[S:6][C:7]([C:13]2[CH:14]=[CH:15][C:16]([CH2:19][N:22]([CH2:23][CH2:24][OH:25])[CH3:21])=[CH:17][CH:18]=2)=[CH:8][C:9]=1[C:10]([NH2:12])=[O:11])=[O:3], predict the reactants needed to synthesize it. The reactants are: [NH2:1][C:2]([NH:4][C:5]1[S:6][C:7]([C:13]2[CH:18]=[CH:17][C:16]([CH:19]=O)=[CH:15][CH:14]=2)=[CH:8][C:9]=1[C:10]([NH2:12])=[O:11])=[O:3].[CH3:21][NH:22][CH2:23][CH2:24][OH:25].C(OC)(OC)OC.C([BH3-])#N.C(=O)C1C=CC=CC=1. (2) Given the product [Cl:20][C:19]1[C:14]([NH:13][CH2:12][C:11]2[CH:23]=[CH:24][C:25]([O:26][CH3:27])=[C:9]([OH:8])[CH:10]=2)=[N:15][C:16]([CH3:22])=[N:17][C:18]=1[CH3:21], predict the reactants needed to synthesize it. The reactants are: C([O:8][C:9]1[CH:10]=[C:11]([CH:23]=[CH:24][C:25]=1[O:26][CH3:27])[CH2:12][NH:13][C:14]1[C:19]([Cl:20])=[C:18]([CH3:21])[N:17]=[C:16]([CH3:22])[N:15]=1)C1C=CC=CC=1.Cl. (3) The reactants are: [Br:1][C:2]1[N:3]([CH2:11][O:12][CH2:13][CH2:14][Si:15]([CH3:18])([CH3:17])[CH3:16])[CH:4]=[C:5]([C:7]([O:9]C)=[O:8])[N:6]=1.O[Li].O. Given the product [Br:1][C:2]1[N:3]([CH2:11][O:12][CH2:13][CH2:14][Si:15]([CH3:18])([CH3:17])[CH3:16])[CH:4]=[C:5]([C:7]([OH:9])=[O:8])[N:6]=1, predict the reactants needed to synthesize it. (4) Given the product [NH:26]1[C:27]2[CH:28]=[C:18]([CH2:19][NH2:15])[CH:25]=[CH:24][C:23]=2[N:22]=[CH:21]1, predict the reactants needed to synthesize it. The reactants are: C1C=CC(P([N:15]=[N+]=[N-])(C2C=CC=CC=2)=O)=CC=1.[CH2:18]1[CH2:28][CH2:27][N:26]2[C:21](=[N:22][CH2:23][CH2:24][CH2:25]2)C[CH2:19]1.[H-].[H-].[H-].[H-].[Li+].[Al+3].